From a dataset of Reaction yield outcomes from USPTO patents with 853,638 reactions. Predict the reaction yield, written as a fraction of the theoretical maximum amount of product (1.0 means a 100% yield; for example, 0.34 means a 34% yield). (1) The reactants are [Cl:1][C:2]1[CH:3]=[C:4]([CH:20]=[CH:21][CH:22]=1)[CH2:5][O:6][C:7]1[CH:16]=[C:15]2[C:10]([CH:11]=[C:12]([C:17](O)=[O:18])[CH:13]=[N:14]2)=[CH:9][CH:8]=1.C(Cl)(=O)C(Cl)=O.[CH3:29][NH2:30]. The catalyst is C(Cl)Cl.CN(C=O)C. The product is [Cl:1][C:2]1[CH:3]=[C:4]([CH:20]=[CH:21][CH:22]=1)[CH2:5][O:6][C:7]1[CH:16]=[C:15]2[C:10]([CH:11]=[C:12]([C:17]([NH:30][CH3:29])=[O:18])[CH:13]=[N:14]2)=[CH:9][CH:8]=1. The yield is 0.370. (2) The reactants are C(OC(=O)[NH:7][C:8]1[CH:13]=[CH:12][C:11]([C:14]2[N:18]=[C:17]([C:19]3[CH:24]=[CH:23][C:22]([O:25][C:26]([F:29])([F:28])[F:27])=[CH:21][CH:20]=3)[O:16][N:15]=2)=[CH:10][CH:9]=1)(C)(C)C.FC(F)(F)C(O)=O. The catalyst is C(Cl)Cl. The product is [F:29][C:26]([F:27])([F:28])[O:25][C:22]1[CH:21]=[CH:20][C:19]([C:17]2[O:16][N:15]=[C:14]([C:11]3[CH:12]=[CH:13][C:8]([NH2:7])=[CH:9][CH:10]=3)[N:18]=2)=[CH:24][CH:23]=1. The yield is 0.840. (3) The reactants are [Br:1][C:2]1[CH:3]=[N:4][N:5]2[CH:10]=[CH:9][C:8]([NH:11][C@@H:12]([CH:15]([CH3:17])[CH3:16])[CH2:13][NH2:14])=[N:7][C:6]=12.C(N(C(C)C)C(C)C)C.N1([C:32](N2C=CN=C2)=[O:33])C=CN=C1.O. The catalyst is CN(C=O)C. The product is [Br:1][C:2]1[CH:3]=[N:4][N:5]2[CH:10]=[CH:9][C:8]([N:11]3[C@@H:12]([CH:15]([CH3:17])[CH3:16])[CH2:13][NH:14][C:32]3=[O:33])=[N:7][C:6]=12. The yield is 0.580. (4) The reactants are C[O:2][C:3]1[CH:4]=[C:5]([CH:13]=[CH:14][C:15]2[CH:20]=[CH:19][CH:18]=[CH:17][CH:16]=2)[CH:6]=[C:7]([O:11]C)[C:8]=1[CH2:9][CH3:10].B(Br)(Br)Br. No catalyst specified. The product is [CH2:9]([C:8]1[C:7]([OH:11])=[CH:6][C:5]([CH:13]=[CH:14][C:15]2[CH:20]=[CH:19][CH:18]=[CH:17][CH:16]=2)=[CH:4][C:3]=1[OH:2])[CH3:10]. The yield is 0.910.